Task: Regression/Classification. Given a drug SMILES string, predict its toxicity properties. Task type varies by dataset: regression for continuous values (e.g., LD50, hERG inhibition percentage) or binary classification for toxic/non-toxic outcomes (e.g., AMES mutagenicity, cardiotoxicity, hepatotoxicity). Dataset: herg_karim.. Dataset: hERG potassium channel inhibition data for cardiac toxicity prediction from Karim et al. (1) The molecule is N#Cc1ccc(CCN2CCN(CCc3ccc4c(c3)COC4=O)CC2)cc1Br. The result is 1 (blocker). (2) The drug is Cc1ccc2c(-c3nnc(SCCCN4C[C@@H]5C[C@]5(c5ccc(C(F)(F)F)cc5)C4)n3C)cccc2n1. The result is 1 (blocker). (3) The compound is O=C(NC[C@@H](O)CN1CCC(Oc2ccc(Cl)c(Cl)c2)CC1)c1cnnc2ccccc12. The result is 1 (blocker).